Task: Predict the reactants needed to synthesize the given product.. Dataset: Full USPTO retrosynthesis dataset with 1.9M reactions from patents (1976-2016) Given the product [OH:25][C:2]1[C:7]([N+:8]([O-:10])=[O:9])=[CH:6][N:5]=[C:4]([O:11][CH2:12][C@@H:13]([NH:15][C:16](=[O:22])[O:17][C:18]([CH3:21])([CH3:20])[CH3:19])[CH3:14])[CH:3]=1, predict the reactants needed to synthesize it. The reactants are: Cl[C:2]1[C:7]([N+:8]([O-:10])=[O:9])=[CH:6][N:5]=[C:4]([O:11][CH2:12][C@@H:13]([NH:15][C:16](=[O:22])[O:17][C:18]([CH3:21])([CH3:20])[CH3:19])[CH3:14])[CH:3]=1.C([O-])(=[O:25])C.[Cs+].